This data is from Peptide-MHC class I binding affinity with 185,985 pairs from IEDB/IMGT. The task is: Regression. Given a peptide amino acid sequence and an MHC pseudo amino acid sequence, predict their binding affinity value. This is MHC class I binding data. (1) The peptide sequence is TVLDHILQK. The MHC is HLA-B51:01 with pseudo-sequence HLA-B51:01. The binding affinity (normalized) is 0.0847. (2) The peptide sequence is HVTGRWNWW. The binding affinity (normalized) is 0.567. The MHC is HLA-B57:01 with pseudo-sequence HLA-B57:01. (3) The peptide sequence is PSRSKMLKR. The MHC is HLA-A31:01 with pseudo-sequence HLA-A31:01. The binding affinity (normalized) is 0.303.